This data is from Reaction yield outcomes from USPTO patents with 853,638 reactions. The task is: Predict the reaction yield, written as a fraction of the theoretical maximum amount of product (1.0 means a 100% yield; for example, 0.34 means a 34% yield). (1) The reactants are [Br:1][C:2]1[CH:11]=[C:10]2[C:5]([CH:6]=[N:7][C:8](I)=[N:9]2)=[CH:4][CH:3]=1.C1(P(C2C=CC=CC=2)C2C=CC=CC=2)C=CC=CC=1.C(O)=O. The catalyst is CN(C=O)C.CC([O-])=O.CC([O-])=O.[Pd+2]. The product is [Br:1][C:2]1[CH:11]=[C:10]2[C:5]([CH:6]=[N:7][CH:8]=[N:9]2)=[CH:4][CH:3]=1. The yield is 0.510. (2) The reactants are C[O:2][C:3](=O)[CH2:4][C:5]1[C:14]([Cl:15])=[CH:13][CH:12]=[C:11]2[C:6]=1[CH:7]=[C:8]([CH2:16][N:17]([CH3:19])[CH3:18])[N:9]=[CH:10]2.[NH3:21]. The catalyst is CO. The product is [Cl:15][C:14]1[C:5]([CH2:4][C:3]([NH2:21])=[O:2])=[C:6]2[C:11](=[CH:12][CH:13]=1)[CH:10]=[N:9][C:8]([CH2:16][N:17]([CH3:19])[CH3:18])=[CH:7]2. The yield is 0.840. (3) The reactants are [CH2:1]([N:8]1[CH2:13][C@@H:12]2[C@@:10]([NH2:15])([C@@H:11]2[CH3:14])[CH2:9]1)[C:2]1[CH:7]=[CH:6][CH:5]=[CH:4][CH:3]=1.C(N(CC)CC)C.[C:23]([O:27][C:28](O[C:28]([O:27][C:23]([CH3:26])([CH3:25])[CH3:24])=[O:29])=[O:29])([CH3:26])([CH3:25])[CH3:24]. The catalyst is C(Cl)Cl. The product is [CH2:1]([N:8]1[CH2:13][C@@H:12]2[C@@:10]([NH:15][C:28](=[O:29])[O:27][C:23]([CH3:26])([CH3:25])[CH3:24])([C@@H:11]2[CH3:14])[CH2:9]1)[C:2]1[CH:3]=[CH:4][CH:5]=[CH:6][CH:7]=1. The yield is 0.910. (4) The catalyst is O1CCOCC1.[Cu]I. The product is [I:18][C:2]1[CH:10]=[CH:9][CH:8]=[C:7]2[C:3]=1[C:4]([C:11]1[CH:16]=[CH:15][C:14]([F:17])=[CH:13][CH:12]=1)=[N:5][NH:6]2. The reactants are Br[C:2]1[CH:10]=[CH:9][CH:8]=[C:7]2[C:3]=1[C:4]([C:11]1[CH:16]=[CH:15][C:14]([F:17])=[CH:13][CH:12]=1)=[N:5][NH:6]2.[I-:18].[Na+].CNC1CCCCC1NC. The yield is 0.980. (5) The reactants are [Cl:1][C:2]1[CH:3]=[C:4]2[C:9](=[CH:10][CH:11]=1)[C:8](=[O:12])[N:7]([CH3:13])[C:6]([C:14](O)=[O:15])=[C:5]2[O:17][CH3:18].C(Cl)(=O)C(Cl)=O.[BH4-].[Na+].Cl. The catalyst is O1CCCC1.CN(C)C=O.COCCOC. The product is [Cl:1][C:2]1[CH:3]=[C:4]2[C:9](=[CH:10][CH:11]=1)[C:8](=[O:12])[N:7]([CH3:13])[C:6]([CH2:14][OH:15])=[C:5]2[O:17][CH3:18]. The yield is 0.667. (6) The yield is 0.600. The product is [Cl:11][C:4]1[CH:5]=[C:6]([CH:9]=[CH:10][C:3]=1[CH2:2][N:16]1[C:12](=[O:22])[C:13]2[C:14](=[CH:18][CH:19]=[CH:20][CH:21]=2)[C:15]1=[O:17])[CH:7]=[O:8]. The catalyst is CN(C=O)C.O. The reactants are Br[CH2:2][C:3]1[CH:10]=[CH:9][C:6]([CH:7]=[O:8])=[CH:5][C:4]=1[Cl:11].[C:12]1(=[O:22])[NH:16][C:15](=[O:17])[C:14]2=[CH:18][CH:19]=[CH:20][CH:21]=[C:13]12.[K]. (7) The reactants are [NH2:1][C:2]1[CH:7]=[C:6]([CH3:8])[C:5]([Br:9])=[CH:4][N:3]=1.C([O-])([O-])=O.[K+].[K+].Cl[C:17]([O:19][CH2:20][CH2:21]Cl)=[O:18]. The catalyst is C(#N)C. The product is [Br:9][C:5]1[C:6]([CH3:8])=[CH:7][C:2]([N:1]2[CH2:21][CH2:20][O:19][C:17]2=[O:18])=[N:3][CH:4]=1. The yield is 0.630.